Dataset: Full USPTO retrosynthesis dataset with 1.9M reactions from patents (1976-2016). Task: Predict the reactants needed to synthesize the given product. (1) Given the product [C:9]([NH:1][C:2]1[CH:7]=[CH:6][C:5]([OH:8])=[CH:4][CH:3]=1)(=[O:13])[CH2:10][CH2:11][CH3:12], predict the reactants needed to synthesize it. The reactants are: [NH2:1][C:2]1[CH:7]=[CH:6][C:5]([OH:8])=[CH:4][CH:3]=1.[C:9](O)(=[O:13])[CH2:10][CH2:11][CH3:12].C1CCC(N=C=NC2CCCCC2)CC1. (2) The reactants are: [C:1]([CH:5]1[CH2:10][CH2:9][CH:8]([CH2:11][C:12]2[CH:13]=[C:14]3[C:19](=[CH:20][CH:21]=2)[CH:18]=[C:17]([C@:22]2([CH3:28])[CH2:26][O:25]C(=O)[NH:23]2)[CH:16]=[CH:15]3)[CH2:7][CH2:6]1)([CH3:4])([CH3:3])[CH3:2].[OH-].[Li+].C(O)C.O. Given the product [NH2:23][C@@:22]([C:17]1[CH:16]=[CH:15][C:14]2[C:19](=[CH:20][CH:21]=[C:12]([CH2:11][CH:8]3[CH2:7][CH2:6][CH:5]([C:1]([CH3:4])([CH3:3])[CH3:2])[CH2:10][CH2:9]3)[CH:13]=2)[CH:18]=1)([CH3:28])[CH2:26][OH:25], predict the reactants needed to synthesize it.